Dataset: Full USPTO retrosynthesis dataset with 1.9M reactions from patents (1976-2016). Task: Predict the reactants needed to synthesize the given product. (1) Given the product [C:19]([C:9]1[N:8]([CH2:7][C:6]([OH:27])=[O:5])[C:12]([C:13]2[CH:18]=[CH:17][CH:16]=[CH:15][CH:14]=2)=[CH:11][CH:10]=1)(=[O:26])[C:20]1[CH:25]=[CH:24][CH:23]=[CH:22][CH:21]=1, predict the reactants needed to synthesize it. The reactants are: C([O:5][C:6](=[O:27])[CH2:7][N:8]1[C:12]([C:13]2[CH:18]=[CH:17][CH:16]=[CH:15][CH:14]=2)=[CH:11][CH:10]=[C:9]1[C:19](=[O:26])[C:20]1[CH:25]=[CH:24][CH:23]=[CH:22][CH:21]=1)(C)(C)C. (2) Given the product [CH3:3][C:4]1[O:8][C:7]([C:9]2[CH:14]=[CH:13][CH:12]=[CH:11][CH:10]=2)=[N:6][C:5]=1[CH2:15][O:16][C:17]1[CH:37]=[CH:36][C:20]([CH2:21][O:22]/[N:23]=[C:24](\[C:30]2[CH:31]=[N:32][CH:33]=[CH:34][CH:35]=2)/[C:25]([OH:27])=[O:26])=[CH:19][CH:18]=1, predict the reactants needed to synthesize it. The reactants are: [OH-].[Na+].[CH3:3][C:4]1[O:8][C:7]([C:9]2[CH:14]=[CH:13][CH:12]=[CH:11][CH:10]=2)=[N:6][C:5]=1[CH2:15][O:16][C:17]1[CH:37]=[CH:36][C:20]([CH2:21][O:22]/[N:23]=[C:24](\[C:30]2[CH:31]=[N:32][CH:33]=[CH:34][CH:35]=2)/[C:25]([O:27]CC)=[O:26])=[CH:19][CH:18]=1.CO.Cl. (3) Given the product [OH:8][N:9]1[C@@H:13]([CH:14]([CH3:16])[CH3:15])[CH2:12][C@@H:11]([N:17]([CH2:37][CH2:38][CH3:39])[S:18]([C:21]2[CH:22]=[CH:23][C:24]([C:27]3[CH:32]=[CH:31][C:30]([C:33]([F:36])([F:34])[F:35])=[CH:29][CH:28]=3)=[CH:25][CH:26]=2)(=[O:20])=[O:19])[C:10]1=[O:40], predict the reactants needed to synthesize it. The reactants are: C([O:8][N:9]1[C@@H:13]([CH:14]([CH3:16])[CH3:15])[CH2:12][C@@H:11]([N:17]([CH2:37][CH2:38][CH3:39])[S:18]([C:21]2[CH:26]=[CH:25][C:24]([C:27]3[CH:32]=[CH:31][C:30]([C:33]([F:36])([F:35])[F:34])=[CH:29][CH:28]=3)=[CH:23][CH:22]=2)(=[O:20])=[O:19])[C:10]1=[O:40])C1C=CC=CC=1.